Predict the product of the given reaction. From a dataset of Forward reaction prediction with 1.9M reactions from USPTO patents (1976-2016). (1) Given the reactants Br[C:2]1[N:6]2[CH:7]=[CH:8][CH:9]=[CH:10][C:5]2=[N:4][C:3]=1[C:11]1[CH:18]=[CH:17][C:14]([CH:15]=[O:16])=[CH:13][CH:12]=1.[F:19][C:20]1[CH:25]=[CH:24][C:23](B(O)O)=[CH:22][CH:21]=1.C([O-])([O-])=O.[K+].[K+].O.C(O)C, predict the reaction product. The product is: [F:19][C:20]1[CH:25]=[CH:24][C:23]([C:2]2[N:6]3[CH:7]=[CH:8][CH:9]=[CH:10][C:5]3=[N:4][C:3]=2[C:11]2[CH:18]=[CH:17][C:14]([CH:15]=[O:16])=[CH:13][CH:12]=2)=[CH:22][CH:21]=1. (2) Given the reactants Cl.[OH:2][C:3]1[C:4](=[O:15])[CH:5]=[C:6]([CH3:14])[N:7]([CH2:9][C:10]([F:13])([F:12])[F:11])[CH:8]=1.[CH3:16][N:17]([CH3:22])[CH2:18]N(C)C, predict the reaction product. The product is: [CH3:16][N:17]([CH2:22][C:8]1[N:7]([CH2:9][C:10]([F:11])([F:12])[F:13])[C:6]([CH3:14])=[CH:5][C:4](=[O:15])[C:3]=1[OH:2])[CH3:18].